Dataset: Forward reaction prediction with 1.9M reactions from USPTO patents (1976-2016). Task: Predict the product of the given reaction. (1) Given the reactants C(OC([N:8]1[CH:12]=[C:11]([CH2:13][CH2:14][O:15][C:16]2[CH:25]=[CH:24][C:23]3[C:22](=[O:26])[CH2:21][CH2:20][CH2:19][C:18]=3[CH:17]=2)[N:10]=[CH:9]1)=O)(C)(C)C.[Br:27][C:28]1[CH:35]=[CH:34][C:31]([CH:32]=O)=[CH:30][CH:29]=1, predict the reaction product. The product is: [Br:27][C:28]1[CH:35]=[CH:34][C:31]([CH:32]=[C:21]2[CH2:20][CH2:19][C:18]3[C:23](=[CH:24][CH:25]=[C:16]([O:15][CH2:14][CH2:13][C:11]4[N:10]=[CH:9][NH:8][CH:12]=4)[CH:17]=3)[C:22]2=[O:26])=[CH:30][CH:29]=1. (2) Given the reactants C([N:8]1[C:16]2[C:15](=[O:17])[N:14]([CH2:18][O:19][C:20](=[O:25])[C:21]([CH3:24])([CH3:23])[CH3:22])[C:13](=[O:26])[N:12]([CH3:27])[C:11]=2[N:10]=[C:9]1[N:28]1[CH2:33][CH2:32][N:31]([C:34]([O:36][C:37]([CH3:40])([CH3:39])[CH3:38])=[O:35])[CH2:30][CH2:29]1)C1C=CC=CC=1, predict the reaction product. The product is: [CH3:22][C:21]([CH3:24])([CH3:23])[C:20]([O:19][CH2:18][N:14]1[C:15](=[O:17])[C:16]2[NH:8][C:9]([N:28]3[CH2:33][CH2:32][N:31]([C:34]([O:36][C:37]([CH3:39])([CH3:38])[CH3:40])=[O:35])[CH2:30][CH2:29]3)=[N:10][C:11]=2[N:12]([CH3:27])[C:13]1=[O:26])=[O:25]. (3) Given the reactants [NH2:1][C@@H:2]([CH2:5][C:6]1[CH:11]=[CH:10][CH:9]=[CH:8][CH:7]=1)[CH2:3][OH:4].C([O-])([O-])=O.[K+].[K+].[Br:18][C:19]1[CH:20]=[C:21]([CH:26]=[CH:27][C:28]=1[CH2:29]Br)[C:22]([O:24][CH3:25])=[O:23], predict the reaction product. The product is: [Br:18][C:19]1[CH:20]=[C:21]([CH:26]=[CH:27][C:28]=1[CH2:29][NH:1][C@@H:2]([CH2:5][C:6]1[CH:11]=[CH:10][CH:9]=[CH:8][CH:7]=1)[CH2:3][OH:4])[C:22]([O:24][CH3:25])=[O:23]. (4) The product is: [Cl:26][C:16]1[CH:17]=[C:18]([CH:23]=[C:24]([Cl:25])[C:15]=1[O:14][CH2:13][CH:9]1[CH2:10][CH2:11][CH2:12][NH:8]1)[C:19]([O:21][CH3:22])=[O:20]. Given the reactants C(OC([N:8]1[CH2:12][CH2:11][CH2:10][CH:9]1[CH2:13][O:14][C:15]1[C:24]([Cl:25])=[CH:23][C:18]([C:19]([O:21][CH3:22])=[O:20])=[CH:17][C:16]=1[Cl:26])=O)(C)(C)C.C(O)(C(F)(F)F)=O, predict the reaction product. (5) The product is: [Cl:3][C:4]1[CH:20]=[CH:19][C:7]([CH2:8][CH:9]2[CH2:13][CH2:12][C:11]3([CH2:22][CH2:14]3)[C:10]2=[O:18])=[CH:6][CH:5]=1. Given the reactants [H-].[Na+].[Cl:3][C:4]1[CH:20]=[CH:19][C:7]([CH2:8][CH:9]2[CH2:13][CH2:12][CH:11]([C:14](OC)=O)[C:10]2=[O:18])=[CH:6][CH:5]=1.Br[CH2:22]CBr.O, predict the reaction product. (6) Given the reactants [C:1]([S:4][CH:5]1[CH2:10][CH2:9][N:8]([CH:11]([C:17]2[CH:22]=[CH:21][CH:20]=[CH:19][C:18]=2[F:23])[C:12]([CH:14]2[CH2:16][CH2:15]2)=[O:13])[CH2:7]/[C:6]/1=[CH:24]\[C:25]1[N:26]=[N:27][N:28]([CH2:30][CH2:31][CH2:32][CH2:33][C:34](=[O:44])[NH:35][O:36][Si](C(C)(C)C)(C)C)[CH:29]=1)(=[O:3])[CH3:2].[ClH:45], predict the reaction product. The product is: [ClH:45].[C:1]([S:4][CH:5]1[CH2:10][CH2:9][N:8]([CH:11]([C:17]2[CH:22]=[CH:21][CH:20]=[CH:19][C:18]=2[F:23])[C:12]([CH:14]2[CH2:16][CH2:15]2)=[O:13])[CH2:7]/[C:6]/1=[CH:24]\[C:25]1[N:26]=[N:27][N:28]([CH2:30][CH2:31][CH2:32][CH2:33][C:34](=[O:44])[NH:35][OH:36])[CH:29]=1)(=[O:3])[CH3:2].